Task: Predict the product of the given reaction.. Dataset: Forward reaction prediction with 1.9M reactions from USPTO patents (1976-2016) Given the reactants [F:8][C:7]([F:10])([F:9])[C:6](O[C:6](=[O:11])[C:7]([F:10])([F:9])[F:8])=[O:11].[Br:14][C:15]1[CH:19]=[N:18][N:17]([CH3:20])[C:16]=1[C:21]1[CH:22]=[C:23]([CH:25]=[CH:26][C:27]=1[O:28][CH2:29][C:30]([CH3:35])([N+:32]([O-:34])=[O:33])[CH3:31])[NH2:24].C(N(CC)C(C)C)(C)C, predict the reaction product. The product is: [Br:14][C:15]1[CH:19]=[N:18][N:17]([CH3:20])[C:16]=1[C:21]1[CH:22]=[C:23]([NH:24][C:6](=[O:11])[C:7]([F:8])([F:9])[F:10])[CH:25]=[CH:26][C:27]=1[O:28][CH2:29][C:30]([CH3:31])([N+:32]([O-:34])=[O:33])[CH3:35].